This data is from Reaction yield outcomes from USPTO patents with 853,638 reactions. The task is: Predict the reaction yield, written as a fraction of the theoretical maximum amount of product (1.0 means a 100% yield; for example, 0.34 means a 34% yield). (1) The reactants are [Cl:1][C:2]1[N:10](CC=C)[C:9]2[C:8](=[O:14])[NH:7][C:6](=[O:15])[N:5]([CH2:16][CH2:17][CH3:18])[C:4]=2[N:3]=1.C(=O)([O-])[O-].[Cs+].[Cs+].Br[CH2:26][C:27]#[N:28].N1CCOCC1.Cl. The catalyst is CN(C=O)C.C1C=CC([P]([Pd]([P](C2C=CC=CC=2)(C2C=CC=CC=2)C2C=CC=CC=2)([P](C2C=CC=CC=2)(C2C=CC=CC=2)C2C=CC=CC=2)[P](C2C=CC=CC=2)(C2C=CC=CC=2)C2C=CC=CC=2)(C2C=CC=CC=2)C2C=CC=CC=2)=CC=1. The product is [Cl:1][C:2]1[NH:10][C:9]2[C:8](=[O:14])[N:7]([CH2:26][C:27]#[N:28])[C:6](=[O:15])[N:5]([CH2:16][CH2:17][CH3:18])[C:4]=2[N:3]=1. The yield is 0.330. (2) The reactants are [CH2:1]([O:3][C:4](=[O:42])[CH2:5][CH2:6][CH2:7][O:8][C:9]1[CH:14]=[CH:13][CH:12]=[C:11]([CH2:15][CH2:16][CH2:17][CH2:18][CH2:19][CH2:20][O:21][C:22]2[CH:27]=[C:26]([CH2:28]OS(C)(=O)=O)[CH:25]=[C:24]([Br:34])[CH:23]=2)[C:10]=1[CH2:35][CH2:36][C:37]([O:39][CH2:40][CH3:41])=[O:38])[CH3:2].C1COCC1.[CH3:48]COC(C)=O.C[C:55]#[N:56]. The catalyst is CNC. The product is [CH2:1]([O:3][C:4](=[O:42])[CH2:5][CH2:6][CH2:7][O:8][C:9]1[CH:14]=[CH:13][CH:12]=[C:11]([CH2:15][CH2:16][CH2:17][CH2:18][CH2:19][CH2:20][O:21][C:22]2[CH:27]=[C:26]([CH2:28][N:56]([CH3:55])[CH3:48])[CH:25]=[C:24]([Br:34])[CH:23]=2)[C:10]=1[CH2:35][CH2:36][C:37]([O:39][CH2:40][CH3:41])=[O:38])[CH3:2]. The yield is 0.640. (3) The reactants are [CH3:1][Al](C)C.Cl[C:6]1[C:11]2[NH:12][C:13]3[C:18]([C:10]=2[C:9]([C:20]2[CH:25]=[CH:24][CH:23]=[C:22]([S:26]([CH2:29][CH3:30])(=[O:28])=[O:27])[CH:21]=2)=[CH:8][N:7]=1)=[CH:17][C:16]([CH3:19])=[CH:15][N:14]=3. The catalyst is O1CCOCC1.C1C=CC([P]([Pd]([P](C2C=CC=CC=2)(C2C=CC=CC=2)C2C=CC=CC=2)([P](C2C=CC=CC=2)(C2C=CC=CC=2)C2C=CC=CC=2)[P](C2C=CC=CC=2)(C2C=CC=CC=2)C2C=CC=CC=2)(C2C=CC=CC=2)C2C=CC=CC=2)=CC=1. The product is [CH2:29]([S:26]([C:22]1[CH:21]=[C:20]([C:9]2[C:10]3[C:18]4[CH:17]=[C:16]([CH3:19])[CH:15]=[N:14][C:13]=4[NH:12][C:11]=3[C:6]([CH3:1])=[N:7][CH:8]=2)[CH:25]=[CH:24][CH:23]=1)(=[O:28])=[O:27])[CH3:30]. The yield is 0.960.